Task: Predict the reaction yield, written as a fraction of the theoretical maximum amount of product (1.0 means a 100% yield; for example, 0.34 means a 34% yield).. Dataset: Reaction yield outcomes from USPTO patents with 853,638 reactions The reactants are Cl.[CH3:2][N:3]([CH2:5][CH:6]([CH:15]1[CH2:20][CH2:19][CH2:18][CH2:17][CH:16]1[OH:21])[C:7]1[CH:12]=[CH:11][C:10]([O:13][CH3:14])=[CH:9][CH:8]=1)[CH3:4].C(Cl)Cl.[OH-].[Na+]. The catalyst is O. The product is [CH3:2][N:3]([CH2:5][CH:6]([CH:15]1[CH2:20][CH2:19][CH2:18][CH2:17][CH:16]1[OH:21])[C:7]1[CH:12]=[CH:11][C:10]([O:13][CH3:14])=[CH:9][CH:8]=1)[CH3:4]. The yield is 0.945.